Dataset: Catalyst prediction with 721,799 reactions and 888 catalyst types from USPTO. Task: Predict which catalyst facilitates the given reaction. (1) Reactant: FC(F)(F)C([N:5]1[CH2:15][CH:14]2[CH2:16][CH:7]([C:8]3[CH:9]=[CH:10][C:11]([OH:17])=[CH:12][C:13]=32)[CH2:6]1)=O.C([O-])([O-])=O.[Na+].[Na+].[ClH:26].CCOC(C)=O. Product: [ClH:26].[CH:14]12[CH2:16][CH:7]([CH2:6][NH:5][CH2:15]1)[C:8]1[CH:9]=[CH:10][C:11]([OH:17])=[CH:12][C:13]2=1. The catalyst class is: 24. (2) Reactant: [Cl:1][C:2]1[N:3]=[CH:4][NH:5][C:6]=1[Cl:7].[OH-].[K+].[Br:10][CH2:11][CH3:12].[K+].[Br-].Br[CH2:16][CH2:17][C:18]1[CH:27]=[CH:26][C:25]2[C:20](=[CH:21][CH:22]=[CH:23][CH:24]=2)[CH:19]=1. Product: [Br-:10].[CH2:16]([N+:3]1[C:2]([Cl:1])=[C:6]([Cl:7])[N:5]([C:18]2([CH2:17][CH3:16])[CH:27]=[CH:26][C:25]3[C:20](=[CH:21][CH:22]=[CH:23][CH:24]=3)[CH2:19]2)[CH:4]=1)[CH2:17][CH2:18][CH2:19][CH2:20][CH2:21][CH2:11][CH3:12]. The catalyst class is: 10. (3) Reactant: [CH3:1][C:2]1[CH:8]=[CH:7][CH:6]=[C:5]([N+:9]([O-:11])=[O:10])[C:3]=1[NH2:4].[Br:12][C:13]1[CH:17]=[C:16]([C:18](O)=[O:19])[N:15]([C:21]2[C:26]([Cl:27])=[CH:25][CH:24]=[CH:23][N:22]=2)[N:14]=1.N1C=CC=C(C)C=1.CS(Cl)(=O)=O. Product: [Br:12][C:13]1[CH:17]=[C:16]([C:18]([NH:4][C:3]2[C:5]([N+:9]([O-:11])=[O:10])=[CH:6][CH:7]=[CH:8][C:2]=2[CH3:1])=[O:19])[N:15]([C:21]2[C:26]([Cl:27])=[CH:25][CH:24]=[CH:23][N:22]=2)[N:14]=1. The catalyst class is: 23. (4) Reactant: C([O:3][C:4](=[O:38])[CH:5]([O:35][CH2:36][CH3:37])[CH2:6][C:7]1[CH:12]=[CH:11][C:10]([O:13][CH2:14][CH2:15][N:16]([CH2:28][CH2:29][CH2:30][CH2:31][CH2:32][CH2:33][CH3:34])[C:17]([NH:19][C:20]2[CH:25]=[CH:24][C:23]([F:26])=[CH:22][C:21]=2[F:27])=[O:18])=[CH:9][CH:8]=1)C.[OH-].[Na+].Cl. Product: [F:27][C:21]1[CH:22]=[C:23]([F:26])[CH:24]=[CH:25][C:20]=1[NH:19][C:17](=[O:18])[N:16]([CH2:15][CH2:14][O:13][C:10]1[CH:9]=[CH:8][C:7]([CH2:6][CH:5]([O:35][CH2:36][CH3:37])[C:4]([OH:38])=[O:3])=[CH:12][CH:11]=1)[CH2:28][CH2:29][CH2:30][CH2:31][CH2:32][CH2:33][CH3:34]. The catalyst class is: 8. (5) Reactant: [Br:1][C:2]1[C:9]([CH3:10])=[CH:8][CH:7]=[CH:6][C:3]=1[C:4]#[N:5].[Br:11]N1C(=O)CCC1=O. Product: [Br:1][C:2]1[C:9]([CH2:10][Br:11])=[CH:8][CH:7]=[CH:6][C:3]=1[C:4]#[N:5]. The catalyst class is: 717. (6) Reactant: C([O:5][C:6](=[O:17])[CH2:7][CH2:8][C@H:9]([CH3:16])[CH2:10][CH2:11][CH2:12][CH:13]([CH3:15])[CH3:14])(C)(C)C.C(O)(C(F)(F)F)=O. Product: [CH3:16][C@H:9]([CH2:10][CH2:11][CH2:12][CH:13]([CH3:15])[CH3:14])[CH2:8][CH2:7][C:6]([OH:17])=[O:5]. The catalyst class is: 2. (7) The catalyst class is: 19. Product: [CH:1]([NH:4][S:5]([C:8]1[CH:9]=[C:10]([CH:14]2[C:23]([CH3:25])([CH3:24])[CH2:22][C:21]3[C:16](=[CH:17][CH:18]=[C:19]([C:26]([O:28][CH3:29])=[O:27])[CH:20]=3)[NH:15]2)[CH:11]=[CH:12][CH:13]=1)(=[O:7])=[O:6])([CH3:3])[CH3:2]. Reactant: [CH:1]([NH:4][S:5]([C:8]1[CH:9]=[C:10]([C:14]2[C:23]([CH3:25])([CH3:24])[CH2:22][C:21]3[C:16](=[CH:17][CH:18]=[C:19]([C:26]([O:28][CH3:29])=[O:27])[CH:20]=3)[N:15]=2)[CH:11]=[CH:12][CH:13]=1)(=[O:7])=[O:6])([CH3:3])[CH3:2]. (8) Reactant: [CH3:1][O:2][C:3]1[CH:17]=[C:16]([O:18][CH3:19])[CH:15]=[CH:14][C:4]=1[CH2:5][NH:6][C:7]1[CH:12]=[CH:11][CH:10]=[C:9]([F:13])[N:8]=1.[Li+].C[Si]([N-][Si](C)(C)C)(C)C.[CH3:30][C:31]1[CH:39]=[C:38]2[C:34]([CH:35]=[N:36][NH:37]2)=[CH:33][C:32]=1[S:40](Cl)(=[O:42])=[O:41]. Product: [CH3:1][O:2][C:3]1[CH:17]=[C:16]([O:18][CH3:19])[CH:15]=[CH:14][C:4]=1[CH2:5][N:6]([C:7]1[CH:12]=[CH:11][CH:10]=[C:9]([F:13])[N:8]=1)[S:40]([C:32]1[CH:33]=[C:34]2[C:38](=[CH:39][C:31]=1[CH3:30])[NH:37][N:36]=[CH:35]2)(=[O:42])=[O:41]. The catalyst class is: 1.